The task is: Predict which catalyst facilitates the given reaction.. This data is from Catalyst prediction with 721,799 reactions and 888 catalyst types from USPTO. (1) Reactant: [CH3:1][C:2]1[CH:3]=[C:4]([CH3:14])[C:5]2[C:6]([C:10]=1[N+:11]([O-])=O)=[N:7][S:8][N:9]=2.S(S([O-])=O)([O-])=O.[Na+].[Na+]. Product: [CH3:1][C:2]1[CH:3]=[C:4]([CH3:14])[C:5]2[C:6]([C:10]=1[NH2:11])=[N:7][S:8][N:9]=2. The catalyst class is: 97. (2) Reactant: Cl.[CH3:2][O:3][C:4](=[O:24])[CH2:5][C@H:6]1[CH2:11][CH2:10][C@H:9]([C:12]2[CH:17]=[CH:16][C:15]([NH:18][C:19](=[O:23])[CH2:20][CH2:21][NH2:22])=[CH:14][CH:13]=2)[CH2:8][CH2:7]1.CCN=C=NCCCN(C)C.[C:36]1([C:45]2[CH:50]=[CH:49][CH:48]=[CH:47][CH:46]=2)[CH:41]=[CH:40][C:39]([C:42](O)=[O:43])=[CH:38][CH:37]=1.C1C=CC2N(O)N=NC=2C=1.C(N(C(C)C)C(C)C)C.C([O-])(O)=O.[Na+]. Product: [CH3:2][O:3][C:4](=[O:24])[CH2:5][C@H:6]1[CH2:7][CH2:8][C@H:9]([C:12]2[CH:13]=[CH:14][C:15]([NH:18][C:19](=[O:23])[CH2:20][CH2:21][NH:22][C:42]([C:39]3[CH:40]=[CH:41][C:36]([C:45]4[CH:46]=[CH:47][CH:48]=[CH:49][CH:50]=4)=[CH:37][CH:38]=3)=[O:43])=[CH:16][CH:17]=2)[CH2:10][CH2:11]1. The catalyst class is: 4. (3) Reactant: Br[C:2]1[CH:3]=[CH:4][C:5]([Cl:20])=[C:6]([N:8]2[CH2:18][C@@H:17]([CH3:19])[CH2:16][C@H:9]2[C:10]([NH:12][CH2:13][C:14]#[N:15])=[O:11])[CH:7]=1.[C:21]([O:25][C:26]([N:28]1[CH2:33][CH2:32][N:31]([C:34]2[CH:39]=[CH:38][C:37](B(O)O)=[CH:36][CH:35]=2)[CH2:30][CH2:29]1)=[O:27])([CH3:24])([CH3:23])[CH3:22].C(=O)([O-])[O-].[Na+].[Na+].O. Product: [C:21]([O:25][C:26]([N:28]1[CH2:33][CH2:32][N:31]([C:34]2[CH:39]=[CH:38][C:37]([C:2]3[CH:3]=[CH:4][C:5]([Cl:20])=[C:6]([N:8]4[CH2:18][C@@H:17]([CH3:19])[CH2:16][C@H:9]4[C:10]([NH:12][CH2:13][C:14]#[N:15])=[O:11])[CH:7]=3)=[CH:36][CH:35]=2)[CH2:30][CH2:29]1)=[O:27])([CH3:24])([CH3:22])[CH3:23]. The catalyst class is: 151. (4) Reactant: [NH2:1][C:2]1[C:3]2[N:4]([C:8]([C@H:12]3[CH2:17][N:16]4[C:18](=[O:22])[O:19][C@H:20]([CH3:21])[C@@H:15]4[CH2:14][CH2:13]3)=[N:9][C:10]=2Br)[CH:5]=[CH:6][N:7]=1.[CH3:23][O:24][C:25]1[CH:26]=[C:27]([CH:41]=[CH:42][C:43]=1B1OC(C)(C)C(C)(C)O1)[C:28]([NH:30][C:31]1[CH:36]=[C:35]([C:37]([F:40])([F:39])[F:38])[CH:34]=[CH:33][N:32]=1)=[O:29].O. Product: [NH2:1][C:2]1[C:3]2[N:4]([C:8]([C@H:12]3[CH2:17][N:16]4[C:18](=[O:22])[O:19][C@H:20]([CH3:21])[C@@H:15]4[CH2:14][CH2:13]3)=[N:9][C:10]=2[C:43]2[CH:42]=[CH:41][C:27]([C:28]([NH:30][C:31]3[CH:36]=[C:35]([C:37]([F:40])([F:38])[F:39])[CH:34]=[CH:33][N:32]=3)=[O:29])=[CH:26][C:25]=2[O:24][CH3:23])[CH:5]=[CH:6][N:7]=1. The catalyst class is: 38. (5) Reactant: [OH:1][CH2:2][CH:3]1[O:8][CH2:7][CH2:6][N:5]([C:9]([O:11][C:12]([CH3:15])([CH3:14])[CH3:13])=[O:10])[CH2:4]1.C(N(C(C)C)C(C)C)C.[CH3:25][S:26](O[S:26]([CH3:25])(=[O:28])=[O:27])(=[O:28])=[O:27].C([O-])(O)=O.[Na+]. The catalyst class is: 4. Product: [CH3:25][S:26]([O:1][CH2:2][CH:3]1[O:8][CH2:7][CH2:6][N:5]([C:9]([O:11][C:12]([CH3:15])([CH3:14])[CH3:13])=[O:10])[CH2:4]1)(=[O:28])=[O:27]. (6) Reactant: [Br:1][C:2]1[C:7]([F:8])=[CH:6][CH:5]=[C:4]([NH2:9])[C:3]=1[NH:10][C:11]1[CH:16]=[CH:15][CH:14]=[CH:13][CH:12]=1.C(OC([NH:24][C@@H:25]([CH3:29])[C:26](O)=O)=O)(C)(C)C.C1C=NC2N(O)N=NC=2C=1.CN1CCOCC1.Cl.CN(C)CCCN=C=NCC. Product: [Br:1][C:2]1[C:3]2[N:10]([C:11]3[CH:16]=[CH:15][CH:14]=[CH:13][CH:12]=3)[C:26]([C@@H:25]([NH2:24])[CH3:29])=[N:9][C:4]=2[CH:5]=[CH:6][C:7]=1[F:8]. The catalyst class is: 34.